From a dataset of Reaction yield outcomes from USPTO patents with 853,638 reactions. Predict the reaction yield, written as a fraction of the theoretical maximum amount of product (1.0 means a 100% yield; for example, 0.34 means a 34% yield). (1) The catalyst is C(Cl)Cl. The product is [F:53][C:52]([F:55])([F:54])[C:50]([OH:56])=[O:51].[NH:34]1[C:35]2[C:31](=[CH:30][C:29]([NH:28][C:7]3[C:6]4[C:11](=[CH:12][C:3]([O:2][CH3:1])=[C:4]([O:45][CH2:46][CH2:47][O:48][CH3:49])[CH:5]=4)[N:10]=[C:9]([C:13]4[CH:14]=[C:15]([NH:19][C:20](=[O:27])[C:21]5[CH:26]=[CH:25][CH:24]=[N:23][CH:22]=5)[CH:16]=[CH:17][CH:18]=4)[N:8]=3)=[CH:37][CH:36]=2)[CH:32]=[N:33]1. The reactants are [CH3:1][O:2][C:3]1[CH:12]=[C:11]2[C:6]([C:7]([NH:28][C:29]3[CH:30]=[C:31]4[C:35](=[CH:36][CH:37]=3)[N:34](C(OC(C)(C)C)=O)[N:33]=[CH:32]4)=[N:8][C:9]([C:13]3[CH:18]=[CH:17][CH:16]=[C:15]([NH:19][C:20](=[O:27])[C:21]4[CH:26]=[CH:25][CH:24]=[N:23][CH:22]=4)[CH:14]=3)=[N:10]2)=[CH:5][C:4]=1[O:45][CH2:46][CH2:47][O:48][CH3:49].[C:50]([OH:56])([C:52]([F:55])([F:54])[F:53])=[O:51]. The yield is 0.710. (2) The reactants are [CH3:1][N:2]1[CH:6]=[C:5]([CH2:7]O)[N:4]=[N:3]1.CS(Cl)(=O)=O.C(N(CC)CC)C.[N-:21]=[N+:22]=[N-:23].[Na+]. The catalyst is O1CCCC1.CN(C)C=O.C(OCC)(=O)C. The product is [N:21]([CH2:7][C:5]1[N:4]=[N:3][N:2]([CH3:1])[CH:6]=1)=[N+:22]=[N-:23]. The yield is 0.940.